This data is from Full USPTO retrosynthesis dataset with 1.9M reactions from patents (1976-2016). The task is: Predict the reactants needed to synthesize the given product. (1) The reactants are: [CH3:1][C:2]1[N:7]=[C:6]([C:8]([O:10]C)=[O:9])[C:5]([N:12]2[CH:16]=[CH:15][CH:14]=[N:13]2)=[CH:4][CH:3]=1.[Li+].[OH-]. Given the product [CH3:1][C:2]1[N:7]=[C:6]([C:8]([OH:10])=[O:9])[C:5]([N:12]2[CH:16]=[CH:15][CH:14]=[N:13]2)=[CH:4][CH:3]=1, predict the reactants needed to synthesize it. (2) The reactants are: [Br:1][C:2]1[CH:7]=[CH:6][CH:5]=[C:4]([N+:8]([O-])=O)[C:3]=1[F:11].[CH:12]([Mg]Br)=[CH2:13]. Given the product [Br:1][C:2]1[C:3]([F:11])=[C:4]2[C:5]([CH:12]=[CH:13][NH:8]2)=[CH:6][CH:7]=1, predict the reactants needed to synthesize it. (3) Given the product [N:11]1([C:8]2[CH:7]=[CH:6][N:5]=[C:4]([C:1](=[O:3])[CH3:2])[N:9]=2)[CH2:16][CH2:15][CH2:14][CH2:13][CH2:12]1, predict the reactants needed to synthesize it. The reactants are: [C:1]([C:4]1[NH:9][C:8](=O)[CH:7]=[CH:6][N:5]=1)(=[O:3])[CH3:2].[N:11]1[CH:16]=[CH:15][CH:14]=[CH:13][CH:12]=1.CS(Cl)(=O)=O.N1CCCCC1. (4) Given the product [CH:7]1([NH:13][C:14]2[N:3]3[NH:4][CH:5]=[N:6][C:2]3=[N:1][C:15]=2[C:17]2[CH:18]=[CH:19][C:20]([NH:23][C:24](=[O:26])[CH3:25])=[CH:21][CH:22]=2)[CH2:12][CH2:11][CH2:10][CH2:9][CH2:8]1, predict the reactants needed to synthesize it. The reactants are: [NH2:1][C:2]1[N:6]=[CH:5][NH:4][N:3]=1.[CH:7]1([N+:13]#[C-:14])[CH2:12][CH2:11][CH2:10][CH2:9][CH2:8]1.[CH:15]([C:17]1[CH:22]=[CH:21][C:20]([NH:23][C:24](=[O:26])[CH3:25])=[CH:19][CH:18]=1)=O. (5) Given the product [C:1]([O:69][CH2:51]/[CH:52]=[CH:47]/[CH2:34][OH:33])([C:14]1[CH:19]=[CH:18][CH:17]=[CH:16][CH:15]=1)([C:8]1[CH:13]=[CH:12][CH:11]=[CH:10][CH:9]=1)[C:2]1[CH:7]=[CH:6][CH:5]=[CH:4][CH:3]=1, predict the reactants needed to synthesize it. The reactants are: [C:1](Cl)([C:14]1[CH:19]=[CH:18][CH:17]=[CH:16][CH:15]=1)([C:8]1[CH:13]=[CH:12][CH:11]=[CH:10][CH:9]=1)[C:2]1[CH:7]=[CH:6][CH:5]=[CH:4][CH:3]=1.C([SiH2]O[C@@H]1[C@@H](C[O:33][C:34]([C:47]2[CH:52]=[CH:51]C=CC=2)(C2C=CC=CC=2)C2C=CC=CC=2)O[C@@H](N2C=CC(=O)NC2=O)C1)(C)(C)C.CCCCCC.CC[O:69]C(C)=O.O. (6) Given the product [F:13][C:11]1[CH:10]=[CH:9][C:8]([N+:14]([O-:16])=[O:15])=[C:7]([CH:12]=1)[O:6][CH:1]1[CH2:5][CH:4]2[CH:3]([O:22]2)[CH2:2]1, predict the reactants needed to synthesize it. The reactants are: [CH:1]1([O:6][C:7]2[CH:12]=[C:11]([F:13])[CH:10]=[CH:9][C:8]=2[N+:14]([O-:16])=[O:15])[CH2:5][CH:4]=[CH:3][CH2:2]1.ClC1C=C(C=CC=1)C(OO)=[O:22].